This data is from Forward reaction prediction with 1.9M reactions from USPTO patents (1976-2016). The task is: Predict the product of the given reaction. Given the reactants [C:1]1([CH3:14])[CH:6]=[CH:5][C:4]([C:7]23[CH2:12][CH:11]2[CH2:10][C:9](=O)[CH2:8]3)=[CH:3][CH:2]=1.[CH3:15][NH:16][CH3:17].[BH3-][C:19]#N.[Na+].[ClH:22].[CH3:23][OH:24], predict the reaction product. The product is: [ClH:22].[CH3:15][N:16]([CH3:17])[CH:9]1[CH2:10][CH:11]2[C:7]([C:4]3[CH:5]=[CH:6][C:1]([CH3:14])=[CH:2][CH:3]=3)([CH2:12]2)[CH2:8]1.[ClH:22].[CH2:23]([O:24][CH2:1][CH3:2])[CH3:19].